From a dataset of Reaction yield outcomes from USPTO patents with 853,638 reactions. Predict the reaction yield, written as a fraction of the theoretical maximum amount of product (1.0 means a 100% yield; for example, 0.34 means a 34% yield). (1) The reactants are Cl[C:2]1[CH:11]=[CH:10][C:9]2[C:4](=[CH:5][C:6]([C:13]3[CH:18]=[CH:17][C:16]([O:19][CH3:20])=[CH:15][CH:14]=3)=[N:7][C:8]=2[Cl:12])[N:3]=1.[CH2:21]([NH2:28])[C:22]1[CH:27]=[CH:26][CH:25]=[CH:24][CH:23]=1. The catalyst is COC(O)C. The product is [CH2:21]([NH:28][C:2]1[CH:11]=[CH:10][C:9]2[C:4](=[CH:5][C:6]([C:13]3[CH:18]=[CH:17][C:16]([O:19][CH3:20])=[CH:15][CH:14]=3)=[N:7][C:8]=2[Cl:12])[N:3]=1)[C:22]1[CH:27]=[CH:26][CH:25]=[CH:24][CH:23]=1. The yield is 0.300. (2) The reactants are Br[C:2]1[C:7]2=[N:8][C:9]([C:12]([O:14][CH3:15])=[O:13])=[CH:10][N:11]=[C:6]2[CH:5]=[N:4][CH:3]=1.C(=O)([O-])[O-].[Cs+].[Cs+].C1(P(C2C=CC=CC=2)C2C=CC3C(=CC=CC=3)C=2C2C3C(=CC=CC=3)C=CC=2P(C2C=CC=CC=2)C2C=CC=CC=2)C=CC=CC=1.[F:68][C:69]1([F:75])[CH2:74][CH2:73][NH:72][CH2:71][CH2:70]1. The catalyst is C([O-])(=O)C.[Pd+2].C([O-])(=O)C.C1(C)C=CC=CC=1. The product is [F:68][C:69]1([F:75])[CH2:74][CH2:73][N:72]([C:2]2[C:7]3=[N:8][C:9]([C:12]([O:14][CH3:15])=[O:13])=[CH:10][N:11]=[C:6]3[CH:5]=[N:4][CH:3]=2)[CH2:71][CH2:70]1. The yield is 0.710. (3) The reactants are C([N:8]1[CH2:12][C@@H:11]([CH3:13])[C@@:10]([CH2:29][C:30]([O:32][C:33]([CH3:36])([CH3:35])[CH3:34])=[O:31])([C:14](=[O:28])[NH:15][CH:16]2[CH2:21][CH2:20][N:19]([CH2:22][CH:23]([F:27])[CH2:24][CH2:25][CH3:26])[CH2:18][CH2:17]2)[CH2:9]1)C1C=CC=CC=1.CO.Br[CH2:40][C:41]1[C:46]([C:47]([F:50])([F:49])[F:48])=[CH:45][CH:44]=[CH:43][C:42]=1[Cl:51].C(=O)([O-])[O-].[K+].[K+]. The catalyst is [OH-].[Pd+2].[OH-].O.CN(C)C=O. The product is [Cl:51][C:42]1[CH:43]=[CH:44][CH:45]=[C:46]([C:47]([F:50])([F:49])[F:48])[C:41]=1[CH2:40][N:8]1[CH2:12][C@@H:11]([CH3:13])[C@@:10]([CH2:29][C:30]([O:32][C:33]([CH3:35])([CH3:34])[CH3:36])=[O:31])([C:14](=[O:28])[NH:15][CH:16]2[CH2:21][CH2:20][N:19]([CH2:22][CH:23]([F:27])[CH2:24][CH2:25][CH3:26])[CH2:18][CH2:17]2)[CH2:9]1. The yield is 0.789. (4) The reactants are Br[C:2]1[N:3]=[C:4]([C:20]2[C:21]([CH3:36])=[N:22][N:23]3[CH:28]=[CH:27][C:26]([CH:29]([O:33][CH2:34][CH3:35])[O:30][CH2:31][CH3:32])=[CH:25][C:24]=23)[S:5][C:6]=1[C:7]1[N:11]=[CH:10][N:9]([CH2:12][O:13][CH2:14][CH2:15][Si:16]([CH3:19])([CH3:18])[CH3:17])[N:8]=1.[Cl-].[Cl:38][C:39]1[CH:46]=[CH:45][C:42]([CH2:43][Zn+])=[CH:41][CH:40]=1.O1CCCC1. The catalyst is CC(C)([P](C(C)(C)C)([Pd][P](C(C)(C)C)(C(C)(C)C)C(C)(C)C)C(C)(C)C)C. The product is [Cl:38][C:39]1[CH:46]=[CH:45][C:42]([CH2:43][C:2]2[N:3]=[C:4]([C:20]3[C:21]([CH3:36])=[N:22][N:23]4[CH:28]=[CH:27][C:26]([CH:29]([O:33][CH2:34][CH3:35])[O:30][CH2:31][CH3:32])=[CH:25][C:24]=34)[S:5][C:6]=2[C:7]2[N:11]=[CH:10][N:9]([CH2:12][O:13][CH2:14][CH2:15][Si:16]([CH3:19])([CH3:18])[CH3:17])[N:8]=2)=[CH:41][CH:40]=1. The yield is 0.705. (5) The reactants are [F:1][C:2]1[C:3]([NH:14][NH2:15])=[N:4][CH:5]=[C:6]([C:8]2[CH:9]=[N:10][N:11]([CH3:13])[CH:12]=2)[CH:7]=1.[C:16](=S)=[S:17].[OH-].[K+]. The catalyst is C(O)C.O. The product is [F:1][C:2]1[C:3]2[N:4]([C:16]([SH:17])=[N:15][N:14]=2)[CH:5]=[C:6]([C:8]2[CH:9]=[N:10][N:11]([CH3:13])[CH:12]=2)[CH:7]=1. The yield is 0.680. (6) The reactants are [CH3:1][C:2]1[S:3][C:4]([C:8]([OH:10])=O)=[C:5]([CH3:7])[N:6]=1.[NH2:11][C:12]1[CH:13]=[C:14]([CH:31]=[CH:32][C:33]=1[F:34])[O:15][C:16]1[CH:17]=[CH:18][C:19]2[N:20]([CH:22]=[C:23]([NH:25][C:26]([CH:28]3[CH2:30][CH2:29]3)=[O:27])[N:24]=2)[N:21]=1.ON1C2C=CC=CC=2N=N1.Cl.C(N=C=NCCCN(C)C)C.C(N(CC)C(C)C)(C)C. The catalyst is CN(C)C=O. The product is [CH:28]1([C:26]([NH:25][C:23]2[N:24]=[C:19]3[CH:18]=[CH:17][C:16]([O:15][C:14]4[CH:31]=[CH:32][C:33]([F:34])=[C:12]([NH:11][C:8]([C:4]5[S:3][C:2]([CH3:1])=[N:6][C:5]=5[CH3:7])=[O:10])[CH:13]=4)=[N:21][N:20]3[CH:22]=2)=[O:27])[CH2:29][CH2:30]1. The yield is 0.320.